Dataset: Peptide-MHC class I binding affinity with 185,985 pairs from IEDB/IMGT. Task: Regression. Given a peptide amino acid sequence and an MHC pseudo amino acid sequence, predict their binding affinity value. This is MHC class I binding data. (1) The peptide sequence is ELISSAFKV. The MHC is HLA-A26:01 with pseudo-sequence HLA-A26:01. The binding affinity (normalized) is 0.232. (2) The peptide sequence is GILARWSSFK. The MHC is HLA-A11:01 with pseudo-sequence HLA-A11:01. The binding affinity (normalized) is 0.687. (3) The MHC is HLA-A32:01 with pseudo-sequence HLA-A32:01. The peptide sequence is LSLDYAWKTT. The binding affinity (normalized) is 0.556. (4) The peptide sequence is TQSGALEVLM. The MHC is HLA-A68:02 with pseudo-sequence HLA-A68:02. The binding affinity (normalized) is 0.130. (5) The peptide sequence is MPQMKKILK. The MHC is HLA-A02:01 with pseudo-sequence HLA-A02:01. The binding affinity (normalized) is 0.297. (6) The peptide sequence is KCRVKMEKL. The MHC is HLA-B15:01 with pseudo-sequence HLA-B15:01. The binding affinity (normalized) is 0.0847. (7) The peptide sequence is FELLHFISS. The MHC is HLA-A68:02 with pseudo-sequence HLA-A68:02. The binding affinity (normalized) is 0.0847.